Dataset: Full USPTO retrosynthesis dataset with 1.9M reactions from patents (1976-2016). Task: Predict the reactants needed to synthesize the given product. Given the product [CH:11]([O:10][CH:1]([O:6][CH:7]([CH3:8])[CH3:9])[C:15]([CH3:16])([CH3:14])[C:20](=[O:28])[CH2:19][CH3:18])([CH3:12])[CH3:13], predict the reactants needed to synthesize it. The reactants are: [CH:1]([O:10][CH:11]([CH3:13])[CH3:12])([O:6][CH:7]([CH3:9])[CH3:8])OC(C)C.[CH3:14][C:15]1[CH:16]=C[C:18](S(O)(=O)=O)=[CH:19][CH:20]=1.C([OH:28])(C)C.